From a dataset of Full USPTO retrosynthesis dataset with 1.9M reactions from patents (1976-2016). Predict the reactants needed to synthesize the given product. (1) Given the product [CH3:9][O:8][P:4]([CH:16]([OH:17])[C:15]1[CH:14]=[C:13]([O:12][CH3:11])[C:20]([O:21][CH3:22])=[C:19]([O:23][CH3:24])[CH:18]=1)(=[O:10])[O:6][CH3:7], predict the reactants needed to synthesize it. The reactants are: C[O-].[Na+].[P:4]([O-:10])([O:8][CH3:9])([O:6][CH3:7])=O.[CH3:11][O:12][C:13]1[CH:14]=[C:15]([CH:18]=[C:19]([O:23][CH3:24])[C:20]=1[O:21][CH3:22])[CH:16]=[O:17].FC(F)(F)C(O)=O. (2) The reactants are: [NH2:1][CH2:2][C:3]1[CH:4]=[C:5]([C:9]2[N:17]3[C:12]([C:13]([NH2:18])=[N:14][CH:15]=[N:16]3)=[C:11]([C:19]3[CH:20]=[CH:21][C:22]4[C:26]([CH:27]=3)=[N:25][N:24]([CH2:28][C:29]3[CH:34]=[CH:33][CH:32]=[CH:31][CH:30]=3)[CH:23]=4)[CH:10]=2)[CH:6]=[CH:7][CH:8]=1.[C:35]1(=O)[CH2:40][CH2:39][CH2:38][CH2:37][CH2:36]1. Given the product [CH2:28]([N:24]1[CH:23]=[C:22]2[C:26]([CH:27]=[C:19]([C:11]3[CH:10]=[C:9]([C:5]4[CH:6]=[CH:7][CH:8]=[C:3]([CH2:2][NH:1][CH:35]5[CH2:40][CH2:39][CH2:38][CH2:37][CH2:36]5)[CH:4]=4)[N:17]4[C:12]=3[C:13]([NH2:18])=[N:14][CH:15]=[N:16]4)[CH:20]=[CH:21]2)=[N:25]1)[C:29]1[CH:34]=[CH:33][CH:32]=[CH:31][CH:30]=1, predict the reactants needed to synthesize it. (3) Given the product [NH2:14][C:15]1[CH:16]=[CH:17][C:18]([F:29])=[C:19]([C@@:21]2([CH3:28])[NH:26][C:25](=[S:27])[CH2:24][O:23][CH2:22]2)[CH:20]=1, predict the reactants needed to synthesize it. The reactants are: C(=[N:14][C:15]1[CH:16]=[CH:17][C:18]([F:29])=[C:19]([C@@:21]2([CH3:28])[NH:26][C:25](=[S:27])[CH2:24][O:23][CH2:22]2)[CH:20]=1)(C1C=CC=CC=1)C1C=CC=CC=1.Cl. (4) Given the product [C:35]([OH:36])(=[O:30])/[CH:15]=[CH:16]/[C:24]([OH:26])=[O:27].[C:17]1([S:23][C:2]2[N:7]=[N:6][C:5]([N:8]3[CH:14]4[CH2:15][CH2:16][N:11]([CH2:12][CH2:13]4)[CH2:10][CH2:9]3)=[CH:4][CH:3]=2)[CH:22]=[CH:21][CH:20]=[CH:19][CH:18]=1, predict the reactants needed to synthesize it. The reactants are: Cl[C:2]1[N:7]=[N:6][C:5]([N:8]2[CH:14]3[CH2:15][CH2:16][N:11]([CH2:12][CH2:13]3)[CH2:10][CH2:9]2)=[CH:4][CH:3]=1.[C:17]1([SH:23])[CH:22]=[CH:21][CH:20]=[CH:19][CH:18]=1.[C:24](=[O:27])([O-:26])[O-].[Cs+].[Cs+].[OH-:30].[Na+].CN([CH:35]=[O:36])C. (5) Given the product [ClH:1].[Cl:1][C:2]1[CH:11]=[CH:10][C:9]2[N:8]=[C:7]([CH3:12])[CH:6]=[CH:5][C:4]=2[C:3]=1[C:13]([NH:8][CH2:7][C@@H:6]([C:17]1[CH:16]=[CH:4][CH:3]=[CH:2][CH:11]=1)[CH3:5])=[O:15], predict the reactants needed to synthesize it. The reactants are: [Cl:1][C:2]1[CH:11]=[CH:10][C:9]2[N:8]=[C:7]([CH3:12])[CH:6]=[CH:5][C:4]=2[C:3]=1[C:13]([OH:15])=O.[C:16](Cl)(=O)[C:17](Cl)=O.Cl. (6) Given the product [Cl:1][C:2]1[CH:25]=[CH:24][C:5]([CH2:6][N:7]2[C:12](=[O:13])[C:11]([O:27][CH3:26])=[N:10][N:9]([C:15]3[CH:16]=[C:17]([CH:20]=[CH:21][CH:22]=3)[C:18]#[N:19])[C:8]2=[O:23])=[CH:4][CH:3]=1, predict the reactants needed to synthesize it. The reactants are: [Cl:1][C:2]1[CH:25]=[CH:24][C:5]([CH2:6][N:7]2[C:12](=[O:13])[C:11](Br)=[N:10][N:9]([C:15]3[CH:16]=[C:17]([CH:20]=[CH:21][CH:22]=3)[C:18]#[N:19])[C:8]2=[O:23])=[CH:4][CH:3]=1.[CH3:26][O-:27].[Na+]. (7) The reactants are: [N:1]1[C:6]2[NH:7][CH:8]=[CH:9][C:5]=2[C:4]([C:10]2[CH:11]=[N:12][N:13]([C:15]3([CH2:25][C:26]#[N:27])[CH2:18][N:17]([S:19]([CH:22]4[CH2:24][CH2:23]4)(=[O:21])=[O:20])[CH2:16]3)[CH:14]=2)=[N:3][CH:2]=1.C(#N)C.[P:31](=[O:35])([OH:34])([OH:33])[OH:32].C(O)C.P(=O)(O)(O)O. Given the product [P:31]([OH:35])([OH:34])([OH:33])=[O:32].[N:1]1[C:6]2[NH:7][CH:8]=[CH:9][C:5]=2[C:4]([C:10]2[CH:11]=[N:12][N:13]([C:15]3([CH2:25][C:26]#[N:27])[CH2:16][N:17]([S:19]([CH:22]4[CH2:23][CH2:24]4)(=[O:20])=[O:21])[CH2:18]3)[CH:14]=2)=[N:3][CH:2]=1, predict the reactants needed to synthesize it.